Dataset: Full USPTO retrosynthesis dataset with 1.9M reactions from patents (1976-2016). Task: Predict the reactants needed to synthesize the given product. Given the product [C:50]([C:28]1[CH:29]=[N:30][C:31]2[C:36]([C:27]=1[NH:25][C:19]1[C:20]3[O:24][CH:23]=[CH:22][C:21]=3[C:16]([C:15]#[C:14][CH2:13][O:12][CH3:11])=[CH:17][CH:18]=1)=[CH:35][C:34]([O:37][CH3:38])=[C:33]([O:39][CH2:40][CH2:41][CH2:42][N:43]1[CH2:44][CH2:45][N:46]([CH3:49])[CH2:47][CH2:48]1)[CH:32]=2)#[N:51], predict the reactants needed to synthesize it. The reactants are: C[Si](C)(C)N[Si](C)(C)C.[Na].[CH3:11][O:12][CH2:13][C:14]#[C:15][C:16]1[C:21]2[CH:22]=[CH:23][O:24][C:20]=2[C:19]([NH2:25])=[CH:18][CH:17]=1.Cl[C:27]1[C:36]2[C:31](=[CH:32][C:33]([O:39][CH2:40][CH2:41][CH2:42][N:43]3[CH2:48][CH2:47][N:46]([CH3:49])[CH2:45][CH2:44]3)=[C:34]([O:37][CH3:38])[CH:35]=2)[N:30]=[CH:29][C:28]=1[C:50]#[N:51].